Predict the reaction yield, written as a fraction of the theoretical maximum amount of product (1.0 means a 100% yield; for example, 0.34 means a 34% yield). From a dataset of Reaction yield outcomes from USPTO patents with 853,638 reactions. (1) The reactants are Br[C:2]1[C:3]([F:19])=[CH:4][C:5]2[O:11][CH2:10][CH2:9][N:8]3[CH:12]=[C:13]([C:15]([NH2:17])=[O:16])[N:14]=[C:7]3[C:6]=2[CH:18]=1.[CH3:20][C:21]1([C:24]([OH:28])([C:26]#[CH:27])[CH3:25])[CH2:23][CH2:22]1. No catalyst specified. The product is [F:19][C:3]1[C:2]([C:27]#[C:26][C:24]([OH:28])([C:21]2([CH3:20])[CH2:23][CH2:22]2)[CH3:25])=[CH:18][C:6]2[C:7]3[N:8]([CH:12]=[C:13]([C:15]([NH2:17])=[O:16])[N:14]=3)[CH2:9][CH2:10][O:11][C:5]=2[CH:4]=1. The yield is 0.0800. (2) The reactants are F[C:2]1[CH:9]=[CH:8][C:7]([C:10]2[S:11][CH:12]=[CH:13][CH:14]=2)=[CH:6][C:3]=1[C:4]#[N:5].O.[NH2:16][NH2:17]. The catalyst is C(O)C. The product is [S:11]1[CH:12]=[CH:13][CH:14]=[C:10]1[C:7]1[CH:6]=[C:3]2[C:2](=[CH:9][CH:8]=1)[NH:17][N:16]=[C:4]2[NH2:5]. The yield is 0.860. (3) The reactants are [CH3:1][O:2][C:3]([C:5]1[S:6][C:7]2[CH:8]([N:20]3[CH2:25][CH2:24][O:23][CH2:22][CH2:21]3)[CH2:9][O:10][C:11]3[CH:18]=[CH:17][C:16](Br)=[CH:15][C:12]=3[C:13]=2[N:14]=1)=[O:4].C1C=CC(P(C2C=CC=CC=2)C2C=CC=CC=2)=CC=1.[CH3:45][C:46]([OH:50])([C:48]#[CH:49])[CH3:47]. The catalyst is CN(C=O)C.CC([O-])=O.CC([O-])=O.[Pd+2].[Cu]I. The product is [CH3:1][O:2][C:3]([C:5]1[S:6][C:7]2[CH:8]([N:20]3[CH2:25][CH2:24][O:23][CH2:22][CH2:21]3)[CH2:9][O:10][C:11]3[CH:18]=[CH:17][C:16]([C:49]#[C:48][C:46]([OH:50])([CH3:47])[CH3:45])=[CH:15][C:12]=3[C:13]=2[N:14]=1)=[O:4]. The yield is 0.660. (4) The reactants are [CH:1]([N:4]([C:11]1[CH:16]=[CH:15][C:14]([NH:17][C:18]2[CH:23]=[CH:22][CH:21]=[CH:20][CH:19]=2)=[CH:13][CH:12]=1)[C:5](=[O:10])[CH2:6][C:7](=O)[CH3:8])([CH3:3])[CH3:2].C(O)(=O)C.[NH3:28]. The catalyst is C(OCC)(=O)C. The product is [CH:1]([N:4]([C:11]1[CH:16]=[CH:15][C:14]([NH:17][C:18]2[CH:23]=[CH:22][CH:21]=[CH:20][CH:19]=2)=[CH:13][CH:12]=1)[C:5](=[O:10])/[CH:6]=[C:7](\[NH2:28])/[CH3:8])([CH3:3])[CH3:2]. The yield is 0.910.